Dataset: Catalyst prediction with 721,799 reactions and 888 catalyst types from USPTO. Task: Predict which catalyst facilitates the given reaction. (1) Reactant: [N+:1]([C:4]1[CH:5]=[CH:6][C:7]2[O:8][CH2:9][C:10](=[O:14])[NH:11][C:12]=2[N:13]=1)([O-])=O. Product: [NH2:1][C:4]1[CH:5]=[CH:6][C:7]2[O:8][CH2:9][C:10](=[O:14])[NH:11][C:12]=2[N:13]=1. The catalyst class is: 750. (2) The catalyst class is: 11. Reactant: [CH:1](=O)[C:2]1[CH:7]=[CH:6][CH:5]=[CH:4][CH:3]=1.[O:9]1[C:15]2[CH:16]=[CH:17][C:18]([S:20]([NH2:23])(=[O:22])=[O:21])=[CH:19][C:14]=2[O:13][CH2:12][CH2:11][CH2:10]1.O.[O-2].[O-2].[O-2].O=[Si]=O.O=[Si]=O.O=[Si]=O.O=[Si]=O.[Al+3].[Al+3]. Product: [C:2]1([CH:1]=[N:23][S:20]([C:18]2[CH:17]=[CH:16][C:15]3[O:9][CH2:10][CH2:11][CH2:12][O:13][C:14]=3[CH:19]=2)(=[O:21])=[O:22])[CH:7]=[CH:6][CH:5]=[CH:4][CH:3]=1. (3) Reactant: [CH2:1]([N:8]1[CH2:13][CH2:12][N:11]([C:14]([O:16][C:17]([CH3:20])([CH3:19])[CH3:18])=[O:15])[C@H:10]([CH2:21][C:22]2[CH:27]=[CH:26][C:25](OS(C(F)(F)F)(=O)=O)=[CH:24][CH:23]=2)[CH2:9]1)[C:2]1[CH:7]=[CH:6][CH:5]=[CH:4][CH:3]=1.[CH3:36][N:37](C=O)C. Product: [CH2:1]([N:8]1[CH2:13][CH2:12][N:11]([C:14]([O:16][C:17]([CH3:19])([CH3:18])[CH3:20])=[O:15])[C@H:10]([CH2:21][C:22]2[CH:23]=[CH:24][C:25]([C:36]#[N:37])=[CH:26][CH:27]=2)[CH2:9]1)[C:2]1[CH:7]=[CH:6][CH:5]=[CH:4][CH:3]=1. The catalyst class is: 380. (4) Reactant: [F:1][C:2]([F:14])([F:13])[C:3]1[CH:11]=[C:10]2[C:6]([CH2:7][O:8][C:9]2=[O:12])=[CH:5][CH:4]=1.C1C(=O)N([Br:22])C(=O)C1.CC(N=NC(C#N)(C)C)(C#N)C. Product: [Br:22][CH:7]1[C:6]2[C:10](=[CH:11][C:3]([C:2]([F:1])([F:13])[F:14])=[CH:4][CH:5]=2)[C:9](=[O:12])[O:8]1. The catalyst class is: 53. (5) Reactant: [CH3:1][C:2]1[CH:11]=[CH:10][C:9]2[C:4](=[C:5]([OH:12])[CH:6]=[CH:7][CH:8]=2)[N:3]=1.Br[CH2:14][CH:15]1[CH2:17][CH2:16]1.C([O-])([O-])=O.[K+].[K+]. Product: [CH:15]1([CH2:14][O:12][C:5]2[CH:6]=[CH:7][CH:8]=[C:9]3[C:4]=2[N:3]=[C:2]([CH3:1])[CH:11]=[CH:10]3)[CH2:17][CH2:16]1. The catalyst class is: 21. (6) Reactant: [C:1]([O:5][C:6]([N:8]1[CH:13]2[CH2:14][CH2:15][CH:9]1[CH:10]=[C:11](OS(C(F)(F)F)(=O)=O)[CH2:12]2)=[O:7])([CH3:4])([CH3:3])[CH3:2].[C:24]([C:27]1[CH:28]=[C:29](B(O)O)[CH:30]=[CH:31][CH:32]=1)(=[O:26])[NH2:25].F[B-](F)(F)F.C1(P(C2CCCCC2)C2CCCCC2)CCCCC1.[F-].[K+]. Product: [C:1]([O:5][C:6]([N:8]1[CH:13]2[CH2:14][CH2:15][CH:9]1[CH:10]=[C:11]([C:31]1[CH:30]=[CH:29][CH:28]=[C:27]([C:24](=[O:26])[NH2:25])[CH:32]=1)[CH2:12]2)=[O:7])([CH3:4])([CH3:3])[CH3:2]. The catalyst class is: 110. (7) Reactant: [Cl:1][C:2]1[C:3](F)=[C:4]([CH:13]=[CH:14][CH:15]=1)[CH2:5][N:6]([CH:10]([CH3:12])[CH3:11])[CH2:7][CH2:8][OH:9].[H-].[Na+].CO. Product: [Cl:1][C:2]1[C:3]2[O:9][CH2:8][CH2:7][N:6]([CH:10]([CH3:12])[CH3:11])[CH2:5][C:4]=2[CH:13]=[CH:14][CH:15]=1. The catalyst class is: 118. (8) Reactant: [Br:1][C:2]1[CH:3]=[C:4]2[C:14](=[CH:15][CH:16]=1)[O:13][C:7]1([CH2:12][CH2:11][CH2:10][O:9][CH2:8]1)[CH2:6][C:5]2=O.C[Si]([N:22]=[C:23]=[N:24][Si](C)(C)C)(C)C. Product: [Br:1][C:2]1[CH:3]=[C:4]2[C:14](=[CH:15][CH:16]=1)[O:13][C:7]1([CH2:12][CH2:11][CH2:10][O:9][CH2:8]1)[CH2:6]/[C:5]/2=[N:24]\[C:23]#[N:22]. The catalyst class is: 388.